From a dataset of Reaction yield outcomes from USPTO patents with 853,638 reactions. Predict the reaction yield, written as a fraction of the theoretical maximum amount of product (1.0 means a 100% yield; for example, 0.34 means a 34% yield). (1) The yield is 0.0400. The reactants are [CH3:1][C:2]1[N:7]=[CH:6][C:5]([CH2:8][CH2:9][N:10]([C:12]2[CH:21]=[CH:20][C:15]([C:16]([O:18]C)=[O:17])=[CH:14][CH:13]=2)N)=[CH:4][CH:3]=1.[CH3:22][N:23]1[CH2:28][CH2:27][C:26](=O)[CH2:25][CH2:24]1. The product is [CH3:22][N:23]1[CH2:28][CH2:27][C:26]2[N:10]([CH2:9][CH2:8][C:5]3[CH:6]=[N:7][C:2]([CH3:1])=[CH:3][CH:4]=3)[C:12]3[CH:21]=[CH:20][C:15]([C:16]([OH:18])=[O:17])=[CH:14][C:13]=3[C:25]=2[CH2:24]1. The catalyst is Cl. (2) The reactants are CO[C:3]1[C:8]2[N:9]=[CH:10][O:11][C:7]=2[CH:6]=[CH:5][CH:4]=1.[OH:12][C:13]1C2N=COC=2C=CC=1.C([O-])([O-])=O.[K+].[K+].IC. The catalyst is CC(C)=O. The product is [CH3:13][O:12][C:6]1[C:7]2[O:11][CH:10]=[N:9][C:8]=2[CH:3]=[CH:4][CH:5]=1. The yield is 0.910. (3) The reactants are C[O:2][C:3](=[O:31])[CH2:4][O:5][C:6]1[CH:15]=[CH:14][C:13]2[C:8](=[CH:9][CH:10]=[C:11]([C:16]3[NH:17][C:18]4[C:23]([C:24]=3[CH2:25][CH2:26][CH2:27][CH2:28][CH3:29])=[CH:22][CH:21]=[CH:20][CH:19]=4)[CH:12]=2)[C:7]=1[Br:30].[CH3:32]C([O-])(C)C.[K+].[H-].[Na+]. The catalyst is C1COCC1. The product is [Br:30][C:7]1[C:8]2[C:13](=[CH:12][C:11]([C:16]3[N:17]([CH3:32])[C:18]4[C:23]([C:24]=3[CH2:25][CH2:26][CH2:27][CH2:28][CH3:29])=[CH:22][CH:21]=[CH:20][CH:19]=4)=[CH:10][CH:9]=2)[CH:14]=[CH:15][C:6]=1[O:5][CH2:4][C:3]([OH:2])=[O:31]. The yield is 0.570. (4) The reactants are [N+:1]([C:4]1[CH:9]=[CH:8][C:7]([CH:10]2[CH2:15][CH2:14][NH:13][CH2:12][CH2:11]2)=[CH:6][CH:5]=1)([O-])=O.[C:16](=O)([O:22]C(C)(C)C)[O:17][C:18]([CH3:21])([CH3:20])[CH3:19].C([O-])(O)=O.[Na+]. The catalyst is C(Cl)Cl.CN(C)C1C=CN=CC=1. The product is [NH2:1][C:4]1[CH:9]=[CH:8][C:7]([CH:10]2[CH2:15][CH2:14][N:13]([C:16]([O:17][C:18]([CH3:21])([CH3:20])[CH3:19])=[O:22])[CH2:12][CH2:11]2)=[CH:6][CH:5]=1. The yield is 0.830. (5) The reactants are [O:1]=[C:2]1[C:11]2[C:10]([NH:12]C(=O)C)=[CH:9][CH:8]=[CH:7][C:6]=2[CH2:5][CH2:4][CH2:3]1.C([O-])([O-])=O.[Na+].[Na+].[OH-].[Na+]. The catalyst is Cl. The product is [NH2:12][C:10]1[CH:9]=[CH:8][CH:7]=[C:6]2[C:11]=1[C:2](=[O:1])[CH2:3][CH2:4][CH2:5]2. The yield is 0.560.